From a dataset of HIV replication inhibition screening data with 41,000+ compounds from the AIDS Antiviral Screen. Binary Classification. Given a drug SMILES string, predict its activity (active/inactive) in a high-throughput screening assay against a specified biological target. (1) The compound is Cc1ccnc(NS(=O)(=O)c2ccc(NC3=CC(=O)C(=O)c4ccccc43)cc2)n1. The result is 0 (inactive). (2) The drug is CCn1c(N)c(N=O)c(=O)n(CC)c1=O. The result is 0 (inactive). (3) The compound is NC1C2CC3CC(C2)CC1(N)C3. The result is 0 (inactive). (4) The compound is CC12CCC(C3NC(=S)NN=C31)C2(C)C. The result is 0 (inactive).